This data is from Reaction yield outcomes from USPTO patents with 853,638 reactions. The task is: Predict the reaction yield, written as a fraction of the theoretical maximum amount of product (1.0 means a 100% yield; for example, 0.34 means a 34% yield). (1) The reactants are [CH:1]1[C:23]2=[C:24]3[C:4]4[C:5]([CH:17]=[CH:18][C:19]3=[C:20](S([O-])(=O)=O)[CH:21]=[C:22]2[OH:25])=[C:6](S([O-])(=O)=O)[CH:7]=[C:8](S([O-])(=O)=O)[C:3]=4[CH:2]=1.[Na+:30].[Na+].[Na+].[S:33](=O)(=[O:36])([OH:35])[OH:34]. No catalyst specified. The product is [OH:25][C:22]1[CH:21]=[CH:20][C:19]2[C:24]3=[C:4]4[C:5]([CH:6]=[CH:7][CH:8]=[C:3]4[C:2]([S:33]([O-:36])(=[O:35])=[O:34])=[CH:1][C:23]=13)=[CH:17][CH:18]=2.[Na+:30]. The yield is 0.100. (2) The product is [CH3:19][O:18][C:14]1[S:13][C:12]2=[N:11][C:10]([C:8]3[O:9][C:5]4[CH:4]=[C:3]([O:2][CH3:1])[CH:21]=[C:20]([O:22][CH2:24][C:25]5[S:26][CH:27]=[C:28]([C:30]6[CH:31]=[CH:32][CH:33]=[CH:34][CH:35]=6)[N:29]=5)[C:6]=4[CH:7]=3)=[CH:17][N:16]2[N:15]=1. The yield is 0.940. The catalyst is CN(C)C=O. The reactants are [CH3:1][O:2][C:3]1[CH:4]=[C:5]2[O:9][C:8]([C:10]3[N:11]=[C:12]4[N:16]([CH:17]=3)[N:15]=[C:14]([O:18][CH3:19])[S:13]4)=[CH:7][C:6]2=[C:20]([OH:22])[CH:21]=1.Br[CH2:24][C:25]1[S:26][CH:27]=[C:28]([C:30]2[CH:35]=[CH:34][CH:33]=[CH:32][CH:31]=2)[N:29]=1.C(=O)([O-])[O-].[K+].[K+]. (3) The reactants are C(N)CCC.NO.Cl.[CH:9]#[C:10][C@H:11]([OH:21])[CH2:12][CH2:13][CH2:14][CH2:15][CH2:16][CH2:17][CH2:18][CH2:19][CH3:20].[C:22]([O:25][C@@H:26]([C:29]#[C:30]Br)[CH:27]=[CH2:28])(=[O:24])[CH3:23]. The catalyst is O.C(Cl)Cl.[Cu]Cl. The product is [C:22]([O:25][C@@H:26]([C:29]#[C:30][C:9]#[C:10][C@H:11]([OH:21])[CH2:12][CH2:13][CH2:14][CH2:15][CH2:16][CH2:17][CH2:18][CH2:19][CH3:20])[CH:27]=[CH2:28])(=[O:24])[CH3:23]. The yield is 0.539. (4) The yield is 0.590. The product is [OH:22][C:18]1[CH:17]=[C:16]([C:14]2[N:15]=[C:10]3[N:9]([C:4]4[CH:5]=[CH:6][CH:7]=[CH:8][C:3]=4[O:2][CH3:1])[C:35](=[O:40])[NH:23][C:11]3=[CH:12][CH:13]=2)[CH:21]=[CH:20][CH:19]=1. The reactants are [CH3:1][O:2][C:3]1[CH:8]=[CH:7][CH:6]=[CH:5][C:4]=1[NH:9][C:10]1[N:15]=[C:14]([C:16]2[CH:17]=[C:18]([OH:22])[CH:19]=[CH:20][CH:21]=2)[CH:13]=[CH:12][C:11]=1[N+:23]([O-])=O.ClC1N=C(NC2C=CC=C[C:35]=2[O:40]C)C([N+]([O-])=O)=CC=1.OC1C=C(B(O)O)C=CC=1.P([O-])([O-])([O-])=O.[K+].[K+].[K+]. The catalyst is O1CCOCC1.C([O-])(=O)C.[Pd+2].C([O-])(=O)C. (5) The reactants are [C:1]([NH2:5])([CH3:4])([CH3:3])[CH3:2].C(N(CC)CC)C.[F:13][C:14]1[CH:19]=[CH:18][C:17]([S:20](Cl)(=[O:22])=[O:21])=[CH:16][CH:15]=1. The catalyst is C(Cl)Cl. The product is [C:1]([NH:5][S:20]([C:17]1[CH:18]=[CH:19][C:14]([F:13])=[CH:15][CH:16]=1)(=[O:22])=[O:21])([CH3:4])([CH3:3])[CH3:2]. The yield is 0.800. (6) The reactants are [CH2:1]([O:3][C:4](=[O:15])[C:5](=[CH:11]OCC)[C:6]([O:8]CC)=[O:7])[CH3:2].Cl.NO.C([N:21](CC)CC)C.Cl. The yield is 0.660. The catalyst is C(O)C.O. The product is [CH2:1]([O:3][C:4]([C:5]1[C:6](=[O:7])[O:8][NH:21][CH:11]=1)=[O:15])[CH3:2].